Dataset: Full USPTO retrosynthesis dataset with 1.9M reactions from patents (1976-2016). Task: Predict the reactants needed to synthesize the given product. (1) Given the product [NH2:14][C:15]1[CH:20]=[CH:19][C:18]([C:21]2[NH:26][C:25](=[O:27])[NH:24][CH:23]([C:28]3[CH:33]=[C:32]([N+:34]([O-:36])=[O:35])[C:31]([OH:37])=[C:30]([O:38][CH2:39][CH3:40])[CH:29]=3)[C:22]=2[C:41]2[CH:42]=[CH:43][CH:44]=[CH:45][CH:46]=2)=[CH:17][CH:16]=1, predict the reactants needed to synthesize it. The reactants are: C1(C(=[N:14][C:15]2[CH:20]=[CH:19][C:18]([C:21]3[NH:26][C:25](=[O:27])[NH:24][CH:23]([C:28]4[CH:33]=[C:32]([N+:34]([O-:36])=[O:35])[C:31]([OH:37])=[C:30]([O:38][CH2:39][CH3:40])[CH:29]=4)[C:22]=3[C:41]3[CH:46]=[CH:45][CH:44]=[CH:43][CH:42]=3)=[CH:17][CH:16]=2)C2C=CC=CC=2)C=CC=CC=1.Cl. (2) Given the product [CH3:1][O:2][C:3]([C@@H:5]1[CH2:10][CH2:9][C@@H:8]([N:13]=[N+:14]=[N-:15])[C@H:7]([OH:12])[CH2:6]1)=[O:4], predict the reactants needed to synthesize it. The reactants are: [CH3:1][O:2][C:3]([C@@H:5]1[CH2:10][CH2:9][C@H:8](Br)[C@H:7]([OH:12])[CH2:6]1)=[O:4].[N-:13]=[N+:14]=[N-:15].[Na+]. (3) Given the product [BrH:34].[CH2:25]([C:22]1[CH:23]=[N:24][C:19]([N:18]([CH2:29][CH2:30][CH2:31][CH2:32][CH3:33])[CH2:17][CH2:16][C:14]2[N:15]=[C:11]([S:10][C:7]([CH3:8])([CH3:9])[C:6]([OH:5])=[O:27])[S:12][CH:13]=2)=[N:20][CH:21]=1)[CH3:26], predict the reactants needed to synthesize it. The reactants are: C([O:5][C:6](=[O:27])[C:7]([S:10][C:11]1[S:12][CH:13]=[C:14]([CH2:16][CH2:17][NH:18][C:19]2[N:24]=[CH:23][C:22]([CH2:25][CH3:26])=[CH:21][N:20]=2)[N:15]=1)([CH3:9])[CH3:8])(C)(C)C.I[CH2:29][CH2:30][CH2:31][CH2:32][CH3:33].[BrH:34].C(O)(=O)C.